Task: Predict the product of the given reaction.. Dataset: Forward reaction prediction with 1.9M reactions from USPTO patents (1976-2016) (1) Given the reactants [NH2:1][C:2]1[N:10]=[C:9]([C:11]2[C:19]3[C:14](=[N:15][CH:16]=[CH:17][CH:18]=3)[N:13]([CH2:20][C:21]3[CH:26]=[CH:25][CH:24]=[CH:23][C:22]=3[F:27])[N:12]=2)[N:8]=[C:7]2[C:3]=1[NH:4][C:5](=[S:28])[NH:6]2.C(=O)([O-])[O-].[K+].[K+].[F:35][C:36]([F:40])([F:39])[CH2:37]I, predict the reaction product. The product is: [F:27][C:22]1[CH:23]=[CH:24][CH:25]=[CH:26][C:21]=1[CH2:20][N:13]1[C:14]2=[N:15][CH:16]=[CH:17][CH:18]=[C:19]2[C:11]([C:9]2[N:8]=[C:7]3[C:3]([NH:4][C:5]([S:28][CH2:37][C:36]([F:40])([F:39])[F:35])=[N:6]3)=[C:2]([NH2:1])[N:10]=2)=[N:12]1. (2) Given the reactants [OH:1][N:2]1[CH:6]=[C:5]([I:7])[CH:4]=[N:3]1.[N:8]1([C:14](Cl)=[O:15])[CH2:13][CH2:12][O:11][CH2:10][CH2:9]1, predict the reaction product. The product is: [I:7][C:5]1[CH:4]=[N:3][N:2]([O:1][C:14]([N:8]2[CH2:13][CH2:12][O:11][CH2:10][CH2:9]2)=[O:15])[CH:6]=1. (3) The product is: [C:7]12([CH3:6])[C:8]([CH3:12])([CH3:13])[CH:10]([CH2:9][CH2:11]1)[CH2:42][C:41]2=[O:40]. Given the reactants CN1[C:10]2[CH:9]3[CH2:11][CH:7]([C:8]3([CH3:13])[CH3:12])[CH2:6]C=2C(C=O)=N1.Br[C@H]1C(=O)N2[C@@H]1SC=C2C(OCC1C=CC([N+]([O-])=O)=CC=1)=O.CC[O:40][CH2:41][CH3:42].[Mg+2].[Br-].[Br-].C(N(CC)CC)C.[Al].C(OC(=O)C)(=O)C, predict the reaction product. (4) The product is: [F:16][C:10]1[CH:11]=[C:12]([F:15])[CH:13]=[CH:14][C:9]=1[CH2:8][N:7]1[C:2](=[O:1])[CH:3]=[CH:4][C:5]([CH2:17][C:28]2[C:27]3[C:22](=[CH:23][CH:24]=[CH:25][CH:26]=3)[N:21]([CH2:29][C:30]([OH:32])=[O:31])[C:20]=2[CH3:19])=[N:6]1. Given the reactants [O:1]=[C:2]1[N:7]([CH2:8][C:9]2[CH:14]=[CH:13][C:12]([F:15])=[CH:11][C:10]=2[F:16])[N:6]=[C:5]([CH:17]=O)[CH:4]=[CH:3]1.[CH3:19][C:20]1[N:21]([CH2:29][C:30]([O:32]C)=[O:31])[C:22]2[C:27]([CH:28]=1)=[CH:26][CH:25]=[CH:24][CH:23]=2.[Li+].[OH-], predict the reaction product. (5) Given the reactants C[O:2][C:3]1[CH:4]=[C:5]2[C:10](=[CH:11][CH:12]=1)[N:9]=[C:8]([C:13]1[CH:22]=[CH:21][C:16]([C:17]([O:19]C)=[O:18])=[CH:15][CH:14]=1)[C:7]([CH3:23])=[CH:6]2.B(Br)(Br)Br.O, predict the reaction product. The product is: [OH:2][C:3]1[CH:4]=[C:5]2[C:10](=[CH:11][CH:12]=1)[N:9]=[C:8]([C:13]1[CH:14]=[CH:15][C:16]([C:17]([OH:19])=[O:18])=[CH:21][CH:22]=1)[C:7]([CH3:23])=[CH:6]2. (6) Given the reactants [CH3:1][O:2][C:3](=[O:11])[C:4]1[CH:9]=[CH:8][C:7](Cl)=[N:6][CH:5]=1.[CH:12]1([NH:18][C:19]2[CH:24]=[C:23]([Sn](C)(C)C)[CH:22]=[CH:21][N:20]=2)[CH2:17][CH2:16][CH2:15][CH2:14][CH2:13]1.C1(C)C=CC=CC=1, predict the reaction product. The product is: [CH3:1][O:2][C:3]([C:4]1[CH:9]=[CH:8][C:7]([C:23]2[CH:22]=[CH:21][N:20]=[C:19]([NH:18][CH:12]3[CH2:17][CH2:16][CH2:15][CH2:14][CH2:13]3)[CH:24]=2)=[N:6][CH:5]=1)=[O:11]. (7) Given the reactants [Br:1][C:2]1[CH:3]=[CH:4][C:5]2[O:9][CH:8]([CH3:10])[C:7](=O)[C:6]=2[CH:12]=1.[CH2:13]([O:15][C:16](=[O:37])[CH:17]=P(C1C=CC=CC=1)(C1C=CC=CC=1)C1C=CC=CC=1)[CH3:14], predict the reaction product. The product is: [CH2:13]([O:15][C:16](=[O:37])[CH2:17][C:7]1[C:6]2[CH:12]=[C:2]([Br:1])[CH:3]=[CH:4][C:5]=2[O:9][C:8]=1[CH3:10])[CH3:14].